Dataset: Reaction yield outcomes from USPTO patents with 853,638 reactions. Task: Predict the reaction yield, written as a fraction of the theoretical maximum amount of product (1.0 means a 100% yield; for example, 0.34 means a 34% yield). (1) The reactants are C(Cl)(=O)C(Cl)=O.[CH:7]1[C:19]2[CH:18]([O:20][C:21](=[O:28])[N:22]([CH3:27])[CH2:23][CH2:24][CH2:25][OH:26])[C:17]3[C:12](=[CH:13][CH:14]=[CH:15][CH:16]=3)[C:11]=2[CH:10]=[CH:9][CH:8]=1.CCN(C(C)C)C(C)C. The catalyst is C(Cl)Cl. The product is [CH:16]1[C:17]2[CH:18]([O:20][C:21](=[O:28])[N:22]([CH3:27])[CH2:23][CH2:24][CH:25]=[O:26])[C:19]3[C:11](=[CH:10][CH:9]=[CH:8][CH:7]=3)[C:12]=2[CH:13]=[CH:14][CH:15]=1. The yield is 1.04. (2) The reactants are [N:1]([C:4]([O:6][CH2:7][CH3:8])=[O:5])=[C:2]=S.[Br:9][C:10]1[CH:15]=[CH:14][C:13]([NH2:16])=[CH:12][CH:11]=1.C(N(CC)CC)C.[NH:24]1[CH:28]=[C:27]([C:29]([O:31][CH2:32][CH3:33])=[O:30])[CH:26]=[N:25]1.CCN=C=NCCCN(C)C.Cl. The catalyst is C(Cl)Cl. The product is [CH2:32]([O:31][C:29]([C:27]1[CH:28]=[N:24][N:25]([C:2](=[N:16][C:13]2[CH:14]=[CH:15][C:10]([Br:9])=[CH:11][CH:12]=2)[NH:1][C:4]([O:6][CH2:7][CH3:8])=[O:5])[CH:26]=1)=[O:30])[CH3:33]. The yield is 0.400. (3) The reactants are Cl[C:2]([C:4]1[CH:13]=[CH:12][C:7]([C:8]([O:10][CH3:11])=[O:9])=[CH:6][CH:5]=1)=[O:3].[Cl-].[Cl-].[Cl-].[Al+3].[CH2:18]([O:26][C:27]1[CH:32]=[CH:31][CH:30]=[CH:29][C:28]=1[O:33][CH2:34][CH2:35][CH2:36][CH2:37][CH2:38][CH2:39][CH2:40][CH3:41])[CH2:19][CH2:20][CH2:21][CH2:22][CH2:23][CH2:24][CH3:25]. The catalyst is ClCCl. The product is [CH2:34]([O:33][C:28]1[CH:29]=[C:30]([CH:31]=[CH:32][C:27]=1[O:26][CH2:18][CH2:19][CH2:20][CH2:21][CH2:22][CH2:23][CH2:24][CH3:25])[C:2]([C:4]1[CH:13]=[CH:12][C:7]([C:8]([O:10][CH3:11])=[O:9])=[CH:6][CH:5]=1)=[O:3])[CH2:35][CH2:36][CH2:37][CH2:38][CH2:39][CH2:40][CH3:41]. The yield is 0.930. (4) The product is [NH2:1][C:2]1[C:16]2[C:15](=[O:17])[C:14]([C:18]([OH:20])=[O:19])=[CH:13][N:7]3[C@@H:8]([CH2:11][F:12])[CH2:9][O:10][C:5]([C:6]=23)=[C:4]([F:23])[C:3]=1[F:24]. The reactants are [NH2:1][C:2]1[C:16]2[C:15](=[O:17])[C:14]([C:18]([O:20]CC)=[O:19])=[CH:13][N:7]3[C@@H:8]([CH2:11][F:12])[CH2:9][O:10][C:5]([C:6]=23)=[C:4]([F:23])[C:3]=1[F:24]. The catalyst is OS(O)(=O)=O.O.CC(O)=O. The yield is 0.960. (5) The yield is 0.940. The catalyst is CCCCCC. The reactants are [NH2:1][C:2]1[C:3]([C:9]([NH2:11])=[O:10])=[N:4][C:5]([Cl:8])=[CH:6][CH:7]=1.[CH2:12](OC(OCC)OCC)C. The product is [Cl:8][C:5]1[CH:6]=[CH:7][C:2]2[N:1]=[CH:12][NH:11][C:9](=[O:10])[C:3]=2[N:4]=1. (6) The reactants are [C:1](Cl)(=[O:5])C(Cl)=O.[Cl:7][C:8]1[CH:16]=[CH:15][C:14]([N:17]2[CH:21]=[CH:20][CH:19]=[N:18]2)=[CH:13][C:9]=1[C:10]([NH2:12])=[O:11].[NH2:22][C:23]1[S:24][C:25]2[CH:31]=[C:30]([S:32]([CH3:35])(=[O:34])=[O:33])[CH:29]=[CH:28][C:26]=2[N:27]=1. The catalyst is C1COCC1. The product is [Cl:7][C:8]1[CH:16]=[CH:15][C:14]([N:17]2[CH:21]=[CH:20][CH:19]=[N:18]2)=[CH:13][C:9]=1[C:10]([NH:12][C:1](=[O:5])[NH:22][C:23]1[S:24][C:25]2[CH:31]=[C:30]([S:32]([CH3:35])(=[O:34])=[O:33])[CH:29]=[CH:28][C:26]=2[N:27]=1)=[O:11]. The yield is 0.460. (7) The product is [F:1][C:2]1[CH:7]=[C:6]([F:8])[CH:5]=[CH:4][C:3]=1[CH2:9][CH2:10][C:11]1[CH:16]=[CH:15][C:14]([S:17]([C:20]2[CH:25]=[CH:24][CH:23]=[CH:22][CH:21]=2)(=[O:19])=[O:18])=[CH:13][N:12]=1. The yield is 0.940. The reactants are [F:1][C:2]1[CH:7]=[C:6]([F:8])[CH:5]=[CH:4][C:3]=1/[CH:9]=[CH:10]/[C:11]1[CH:16]=[CH:15][C:14]([S:17]([C:20]2[CH:25]=[CH:24][CH:23]=[CH:22][CH:21]=2)(=[O:19])=[O:18])=[CH:13][N:12]=1.C(OCC)(=O)C.[H][H]. The catalyst is C(O)(=O)C.[OH-].[Pd+2].[OH-].